Predict the product of the given reaction. From a dataset of Forward reaction prediction with 1.9M reactions from USPTO patents (1976-2016). (1) Given the reactants [CH3:1][S:2]([CH2:5][CH2:6][O:7][CH2:8][CH2:9][N:10]1[C:22]2[C:21]3[CH:20]=[CH:19][CH:18]=[CH:17][C:16]=3[N:15]=[C:14]([NH2:23])[C:13]=2[N:12]=[C:11]1[CH3:24])(=[O:4])=[O:3].[H][H].[OH-].[Na+], predict the reaction product. The product is: [CH3:1][S:2]([CH2:5][CH2:6][O:7][CH2:8][CH2:9][N:10]1[C:22]2[C:21]3[CH2:20][CH2:19][CH2:18][CH2:17][C:16]=3[N:15]=[C:14]([NH2:23])[C:13]=2[N:12]=[C:11]1[CH3:24])(=[O:3])=[O:4]. (2) Given the reactants [NH2:1][C:2]1[S:3][CH:4]=[C:5]([CH3:12])[C:6]=1[C:7]([O:9]CC)=O.Cl.[C:14]([C:16]([O:18][CH2:19][CH3:20])=[O:17])#[N:15].C(=O)(O)[O-].[Na+], predict the reaction product. The product is: [CH3:12][C:5]1[C:6]2[C:7](=[O:9])[NH:15][C:14]([C:16]([O:18][CH2:19][CH3:20])=[O:17])=[N:1][C:2]=2[S:3][CH:4]=1. (3) Given the reactants [CH3:1][C:2]1[N:3]([CH2:20][CH2:21][O:22][CH2:23][CH2:24][CH2:25][C:26]2[CH:27]=[N:28][CH:29]=[CH:30][CH:31]=2)[C:4]2[C:9]([CH3:10])=[C:8]([CH3:11])[N:7]=[C:6](OC3C=CC=CC=3)[C:5]=2[N:19]=1.C([O-])(=O)C.[NH4+:36], predict the reaction product. The product is: [CH3:1][C:2]1[N:3]([CH2:20][CH2:21][O:22][CH2:23][CH2:24][CH2:25][C:26]2[CH:27]=[N:28][CH:29]=[CH:30][CH:31]=2)[C:4]2[C:9]([CH3:10])=[C:8]([CH3:11])[N:7]=[C:6]([NH2:36])[C:5]=2[N:19]=1. (4) Given the reactants [CH3:1][C:2]1[CH:7]=[CH:6][C:5]([S:8]([O:11][C:12]2[C:13]3[CH:31]=[C:30]([CH2:32][CH3:33])[NH:29][C:14]=3[N:15]=[C:16]([S:18][C:19]3[CH:28]=[N:27][C:26]4[C:21](=[N:22][CH:23]=[CH:24][N:25]=4)[CH:20]=3)[N:17]=2)(=[O:10])=[O:9])=[CH:4][CH:3]=1.[Cl:34]N1C(=O)CCC1=O, predict the reaction product. The product is: [CH3:1][C:2]1[CH:7]=[CH:6][C:5]([S:8]([O:11][C:12]2[C:13]3[C:31]([Cl:34])=[C:30]([CH2:32][CH3:33])[NH:29][C:14]=3[N:15]=[C:16]([S:18][C:19]3[CH:28]=[N:27][C:26]4[C:21](=[N:22][CH:23]=[CH:24][N:25]=4)[CH:20]=3)[N:17]=2)(=[O:9])=[O:10])=[CH:4][CH:3]=1. (5) Given the reactants FC(F)(F)[C:3]([OH:5])=[O:4].[CH2:8]([N:10]([CH3:45])[CH2:11][C:12]([N:14](C)[C:15]1[CH:20]=[CH:19][C:18]([N:21]2[CH2:26][CH2:25]C3C(C(F)(F)F)=NN(C4C=C(C=CC=4)C(N)=O)C=3C2=O)=[CH:17][CH:16]=1)=[O:13])C.[CH3:46]N(C)CC(O)=O.C(N(CC)CC)C.F[P-](F)(F)(F)(F)F.N1(O[P+](N2[CH2:92][CH2:91][CH2:90]C2)(N2CCCC2)N2CCCC2)C2C=CC=CC=2N=N1, predict the reaction product. The product is: [CH3:45][N:10]([CH3:8])[CH2:11][C:12]([NH:14][C:15]1[CH:16]=[C:17]2[C:18](=[CH:19][CH:20]=1)[N:21]([C:3]([O:5][C:91]([CH3:90])([CH3:92])[CH3:46])=[O:4])[CH2:26][CH2:25]2)=[O:13].